This data is from Catalyst prediction with 721,799 reactions and 888 catalyst types from USPTO. The task is: Predict which catalyst facilitates the given reaction. (1) Reactant: [O:1]=[C:2]1[CH2:7][CH2:6][NH:5][CH2:4][CH:3]1[C:8]([O:10][CH2:11][CH3:12])=[O:9].[CH2:13]([C:15]1[CH:16]=[C:17]([N:21]=[C:22]=[O:23])[CH:18]=[CH:19][CH:20]=1)[CH3:14]. Product: [CH2:13]([C:15]1[CH:16]=[C:17]([NH:21][C:22]([N:5]2[CH2:6][CH2:7][C:2](=[O:1])[CH:3]([C:8]([O:10][CH2:11][CH3:12])=[O:9])[CH2:4]2)=[O:23])[CH:18]=[CH:19][CH:20]=1)[CH3:14]. The catalyst class is: 4. (2) Reactant: N[C:2]1[C:11]2[C:6](=[CH:7][C:8]([Br:12])=[CH:9][CH:10]=2)[N:5]=[N:4]C=1C(N)=O.[OH-:16].[K+].[C:18]([OH:21])(=[O:20])[CH3:19]. The catalyst class is: 38. Product: [Br:12][C:8]1[CH:7]=[C:6]2[C:11]([C:2]([OH:16])=[C:19]([C:18]([OH:21])=[O:20])[N:4]=[N:5]2)=[CH:10][CH:9]=1. (3) Reactant: C(N(CC)CC)C.Cl.[CH2:9]([O:11][C:12]([NH:14][C:15]1([CH2:28][N:29]2[CH2:34][CH2:33][NH:32][CH2:31][C:30]2=[O:35])[CH2:20][CH2:19][N:18]([C:21]2[CH:26]=[CH:25][N:24]=[C:23]([CH3:27])[CH:22]=2)[CH2:17][CH2:16]1)=[O:13])[CH3:10].[Br:36][C:37]1[CH:50]=[CH:49][C:40]2[CH:41]=[C:42]([S:45](Cl)(=[O:47])=[O:46])[CH2:43][O:44][C:39]=2[CH:38]=1.C(=O)([O-])[O-].[Na+].[Na+]. Product: [Br:36][C:37]1[CH:50]=[CH:49][C:40]2[CH:41]=[C:42]([S:45]([N:32]3[CH2:33][CH2:34][N:29]([CH2:28][C:15]4([NH:14][C:12]([O:11][CH2:9][CH3:10])=[O:13])[CH2:16][CH2:17][N:18]([C:21]5[CH:26]=[CH:25][N:24]=[C:23]([CH3:27])[CH:22]=5)[CH2:19][CH2:20]4)[C:30](=[O:35])[CH2:31]3)(=[O:46])=[O:47])[CH2:43][O:44][C:39]=2[CH:38]=1. The catalyst class is: 4. (4) Reactant: [NH:1]1[CH2:6][CH2:5][CH:4]([CH2:7][CH2:8][CH2:9][C:10]([O:12][CH2:13][CH3:14])=[O:11])[CH2:3][CH2:2]1.[CH3:15][NH:16][C:17]([N:19]1[C:27]2[C:22](=[CH:23][C:24]([O:28][C:29]3[CH:34]=[CH:33][N:32]=[C:31]([N:35](C(OC4C=CC=CC=4)=O)[C:36](=O)[O:37]C4C=CC=CC=4)[CH:30]=3)=[CH:25][CH:26]=2)[CH:21]=[CH:20]1)=[O:18]. Product: [CH3:15][NH:16][C:17]([N:19]1[C:27]2[C:22](=[CH:23][C:24]([O:28][C:29]3[CH:34]=[CH:33][N:32]=[C:31]([NH:35][C:36]([N:1]4[CH2:6][CH2:5][CH:4]([CH2:7][CH2:8][CH2:9][C:10]([O:12][CH2:13][CH3:14])=[O:11])[CH2:3][CH2:2]4)=[O:37])[CH:30]=3)=[CH:25][CH:26]=2)[CH:21]=[CH:20]1)=[O:18]. The catalyst class is: 9. (5) Reactant: [H-].[Na+].[CH2:3]([C:5]1[CH:6]=[C:7]([CH:12]=[CH:13][C:14]=1[NH:15][C:16]1[N:21]=[CH:20][C:19]2[N:22]=[CH:23][N:24]([CH3:25])[C:18]=2[CH:17]=1)[C:8]([O:10][CH3:11])=[O:9])[CH3:4].I[CH3:27]. Product: [CH2:3]([C:5]1[CH:6]=[C:7]([CH:12]=[CH:13][C:14]=1[N:15]([CH3:27])[C:16]1[N:21]=[CH:20][C:19]2[N:22]=[CH:23][N:24]([CH3:25])[C:18]=2[CH:17]=1)[C:8]([O:10][CH3:11])=[O:9])[CH3:4]. The catalyst class is: 31. (6) Reactant: [CH2:1]([O:8][C:9]1[C:10]([CH3:17])=[CH:11][C:12]([Br:16])=[C:13]([NH2:15])[CH:14]=1)[C:2]1[CH:7]=[CH:6][CH:5]=[CH:4][CH:3]=1.[C:18]([N:26]=[C:27]=[S:28])(=[O:25])[C:19]1[CH:24]=[CH:23][CH:22]=[CH:21][CH:20]=1. Product: [C:18]([NH:26][C:27]([NH:15][C:13]1[CH:14]=[C:9]([O:8][CH2:1][C:2]2[CH:3]=[CH:4][CH:5]=[CH:6][CH:7]=2)[C:10]([CH3:17])=[CH:11][C:12]=1[Br:16])=[S:28])(=[O:25])[C:19]1[CH:24]=[CH:23][CH:22]=[CH:21][CH:20]=1. The catalyst class is: 21.